From a dataset of Forward reaction prediction with 1.9M reactions from USPTO patents (1976-2016). Predict the product of the given reaction. (1) Given the reactants Cl[C:2]1[C:3]2[CH:18]=[CH:17][CH:16]=[N:15][C:4]=2[N:5]=[C:6]([C:8]2[CH:13]=[CH:12][CH:11]=[CH:10][C:9]=2[Cl:14])[N:7]=1.[F:19][C:20]1[CH:21]=[CH:22][CH:23]=[C:24]2[C:28]=1[NH:27][N:26]=[C:25]2[NH2:29], predict the reaction product. The product is: [Cl:14][C:9]1[CH:10]=[CH:11][CH:12]=[CH:13][C:8]=1[C:6]1[N:7]=[C:2]([NH:29][C:25]2[C:24]3[C:28](=[C:20]([F:19])[CH:21]=[CH:22][CH:23]=3)[NH:27][N:26]=2)[C:3]2[CH:18]=[CH:17][CH:16]=[N:15][C:4]=2[N:5]=1. (2) Given the reactants C([NH:11][CH2:12][CH2:13][CH2:14][CH2:15][C:16]1[CH:21]=[CH:20][CH:19]=[CH:18][C:17]=1[O:22][CH2:23][CH:24]([OH:27])[CH2:25][OH:26])(OCC1C=CC=CC=1)=O.[H][H], predict the reaction product. The product is: [OH:27][CH:24]([CH2:25][OH:26])[CH2:23][O:22][C:17]1[CH:18]=[CH:19][CH:20]=[CH:21][C:16]=1[CH2:15][CH2:14][CH2:13][CH2:12][NH2:11]. (3) Given the reactants [CH3:1][C:2]1[C:11]2[C:6](=[CH:7][CH:8]=[CH:9][CH:10]=2)[C:5]([N+:12]([O-])=O)=[CH:4][CH:3]=1, predict the reaction product. The product is: [CH3:1][C:2]1[C:11]2[CH2:10][CH2:9][CH2:8][CH2:7][C:6]=2[C:5]([NH2:12])=[CH:4][CH:3]=1. (4) Given the reactants [Br:1][C:2]1[CH:3]=[CH:4][C:5]([Cl:17])=[C:6]([CH:16]=1)[CH2:7][C:8]1[CH:13]=[CH:12][C:11]([CH2:14][OH:15])=[CH:10][CH:9]=1.C(=O)([O-])[O-].[Na+].[Na+].[C:24](OC=C)(=O)[CH3:25], predict the reaction product. The product is: [Br:1][C:2]1[CH:3]=[CH:4][C:5]([Cl:17])=[C:6]([CH2:7][C:8]2[CH:13]=[CH:12][C:11]([CH2:14][O:15][CH:24]=[CH2:25])=[CH:10][CH:9]=2)[CH:16]=1. (5) The product is: [O:26]=[C:17]1[C:18]2[C:19](=[CH:22][CH:23]=[CH:24][CH:25]=2)[C:20](=[O:21])[N:16]1[O:1][CH:2]1[CH2:7][CH2:6][CH2:5][N:4]([C:8]([O:10][C:11]([CH3:14])([CH3:13])[CH3:12])=[O:9])[CH2:3]1. Given the reactants [OH:1][CH:2]1[CH2:7][CH2:6][CH2:5][N:4]([C:8]([O:10][C:11]([CH3:14])([CH3:13])[CH3:12])=[O:9])[CH2:3]1.O[N:16]1[C:20](=[O:21])[C:19]2=[CH:22][CH:23]=[CH:24][CH:25]=[C:18]2[C:17]1=[O:26], predict the reaction product. (6) Given the reactants [F:1][C:2]1[CH:7]=[C:6]([C:8]2[N:9]=[CH:10][S:11][CH:12]=2)[CH:5]=[CH:4][C:3]=1[C:13](=[O:15])[CH3:14].[F:16][C:17]([F:24])([F:23])[C:18](OCC)=[O:19].C[O-].[Na+], predict the reaction product. The product is: [F:16][C:17]([F:24])([F:23])[C:18](=[O:19])[CH2:14][C:13]([C:3]1[CH:4]=[CH:5][C:6]([C:8]2[N:9]=[CH:10][S:11][CH:12]=2)=[CH:7][C:2]=1[F:1])=[O:15]. (7) Given the reactants [CH3:1][C:2]1([CH3:35])[O:6][C@@H:5]([CH2:7][O:8][C:9]2[N:14]=[C:13]([N:15]3[CH2:20][CH2:19][CH:18]([C:21]4[C:29]5[C:24](=[N:25][CH:26]=[CH:27][CH:28]=5)[NH:23][N:22]=4)[CH2:17][CH2:16]3)[N:12]=[C:11](C(C#N)C#N)[N:10]=2)[CH2:4][CH2:3]1.CS(C)=O.[NH2:40][C@H:41]([CH3:44])[CH2:42][OH:43].C1C=C(Cl)C=C([C:52](OO)=[O:53])C=1, predict the reaction product. The product is: [CH3:1][C:2]1([CH3:35])[O:6][C@@H:5]([CH2:7][O:8][C:9]2[N:14]=[C:13]([N:15]3[CH2:20][CH2:19][CH:18]([C:21]4[C:29]5[C:24](=[N:25][CH:26]=[CH:27][CH:28]=5)[NH:23][N:22]=4)[CH2:17][CH2:16]3)[N:12]=[C:11]([C:52]([NH:40][C@H:41]([CH3:44])[CH2:42][OH:43])=[O:53])[N:10]=2)[CH2:4][CH2:3]1. (8) Given the reactants [CH3:1][N:2]1[C:6]([C:7]2[S:8][CH:9]=[CH:10][CH:11]=2)=[C:5]([CH:12]=O)[CH:4]=[N:3]1.[H-].[Na+].C(OP([CH2:24][C:25]([O:27][CH2:28][CH3:29])=[O:26])(OCC)=O)C.CN(C)C=O, predict the reaction product. The product is: [CH3:1][N:2]1[C:6]([C:7]2[S:8][CH:9]=[CH:10][CH:11]=2)=[C:5](/[CH:12]=[CH:24]/[C:25]([O:27][CH2:28][CH3:29])=[O:26])[CH:4]=[N:3]1.